Dataset: TCR-epitope binding with 47,182 pairs between 192 epitopes and 23,139 TCRs. Task: Binary Classification. Given a T-cell receptor sequence (or CDR3 region) and an epitope sequence, predict whether binding occurs between them. The epitope is FLNGSCGSV. The TCR CDR3 sequence is CASSKRPWTGGPIIYNSPLHF. Result: 1 (the TCR binds to the epitope).